Dataset: Full USPTO retrosynthesis dataset with 1.9M reactions from patents (1976-2016). Task: Predict the reactants needed to synthesize the given product. (1) Given the product [C:30]([O:34][C:3]([N:5]([C@@H:18]([C:20]1[C:29]2[C:24](=[CH:25][CH:26]=[CH:27][CH:28]=2)[CH:23]=[CH:22][CH:21]=1)[CH3:19])[C@H:6]1[CH2:10][CH2:9][N:8]([C:11]([O:13][C:14]([CH3:17])([CH3:15])[CH3:16])=[O:12])[CH2:7]1)=[O:4])([CH3:33])([CH3:32])[CH3:31], predict the reactants needed to synthesize it. The reactants are: [Ca].Cl[C:3]([N:5]([C@@H:18]([C:20]1[C:29]2[C:24](=[CH:25][CH:26]=[CH:27][CH:28]=2)[CH:23]=[CH:22][CH:21]=1)[CH3:19])[C@H:6]1[CH2:10][CH2:9][N:8]([C:11]([O:13][C:14]([CH3:17])([CH3:16])[CH3:15])=[O:12])[CH2:7]1)=[O:4].[C:30]([OH:34])([CH3:33])([CH3:32])[CH3:31]. (2) Given the product [N+:31]([C:29]1[CH:28]=[C:27]([Br:34])[C:26]([O:35][C:13]2[CH:18]=[CH:17][C:16]([OH:19])=[C:15]([CH:21]([CH3:22])[CH3:23])[CH:14]=2)=[C:25]([Br:24])[CH:30]=1)([O-:33])=[O:32], predict the reactants needed to synthesize it. The reactants are: [CH:21]([C:15]1[CH:14]=[C:13]([I+][C:13]2[CH:18]=[CH:17][C:16]([O:19]C)=[C:15]([CH:21]([CH3:23])[CH3:22])[CH:14]=2)[CH:18]=[CH:17][C:16]=1[O:19]C)([CH3:23])[CH3:22].[Br:24][C:25]1[CH:30]=[C:29]([N+:31]([O-:33])=[O:32])[CH:28]=[C:27]([Br:34])[C:26]=1[OH:35]. (3) Given the product [C:1]([C:5]1[N:10]=[CH:9][C:8]([C:11]2[N:12]([C:32]([N:47]3[CH2:46][CH2:45][N:44]([CH2:43][CH2:42][S:39]([CH3:38])(=[O:40])=[O:41])[CH2:49][CH2:48]3)=[O:33])[C@@:13]([C:25]3[CH:30]=[CH:29][C:28]([Cl:31])=[CH:27][CH:26]=3)([CH3:24])[C@@:14]([C:17]3[CH:18]=[CH:19][C:20]([Cl:23])=[CH:21][CH:22]=3)([CH3:16])[N:15]=2)=[C:7]([O:35][CH2:36][CH3:37])[CH:6]=1)([CH3:4])([CH3:2])[CH3:3], predict the reactants needed to synthesize it. The reactants are: [C:1]([C:5]1[N:10]=[CH:9][C:8]([C:11]2[N:12]([C:32](Cl)=[O:33])[C@@:13]([C:25]3[CH:30]=[CH:29][C:28]([Cl:31])=[CH:27][CH:26]=3)([CH3:24])[C@@:14]([C:17]3[CH:22]=[CH:21][C:20]([Cl:23])=[CH:19][CH:18]=3)([CH3:16])[N:15]=2)=[C:7]([O:35][CH2:36][CH3:37])[CH:6]=1)([CH3:4])([CH3:3])[CH3:2].[CH3:38][S:39]([CH2:42][CH2:43][N:44]1[CH2:49][CH2:48][NH:47][CH2:46][CH2:45]1)(=[O:41])=[O:40]. (4) The reactants are: CN(C)[CH:3]=[C:4]([CH:15]=[O:16])[C:5]([NH:7][C:8]1[CH:13]=[CH:12][CH:11]=[CH:10][C:9]=1[F:14])=[O:6].[OH-:18].[Na+].Cl. Given the product [F:14][C:9]1[CH:10]=[CH:11][CH:12]=[CH:13][C:8]=1[NH:7][C:5](=[O:6])[C:4]([CH:15]=[O:16])=[CH:3][OH:18], predict the reactants needed to synthesize it. (5) Given the product [ClH:1].[ClH:1].[CH:4]([C@H:17]1[N:22]2[CH2:23][CH2:24][N:25]([C:46](=[O:45])[NH2:47])[CH2:26][C@H:21]2[CH2:20][N:19]([CH2:27][C:28]2[CH:33]=[C:32]([N:34]3[C:38]([C:39]([F:42])([F:41])[F:40])=[N:37][N:36]=[N:35]3)[CH:31]=[CH:30][C:29]=2[O:43][CH3:44])[CH2:18]1)([C:5]1[CH:10]=[CH:9][CH:8]=[CH:7][CH:6]=1)[C:11]1[CH:12]=[CH:13][CH:14]=[CH:15][CH:16]=1, predict the reactants needed to synthesize it. The reactants are: [ClH:1].Cl.Cl.[CH:4]([C@H:17]1[N:22]2[CH2:23][CH2:24][NH:25][CH2:26][C@H:21]2[CH2:20][N:19]([CH2:27][C:28]2[CH:33]=[C:32]([N:34]3[C:38]([C:39]([F:42])([F:41])[F:40])=[N:37][N:36]=[N:35]3)[CH:31]=[CH:30][C:29]=2[O:43][CH3:44])[CH2:18]1)([C:11]1[CH:16]=[CH:15][CH:14]=[CH:13][CH:12]=1)[C:5]1[CH:10]=[CH:9][CH:8]=[CH:7][CH:6]=1.[O-:45][C:46]#[N:47].[Na+]. (6) Given the product [CH3:18][C:19]1[N:25]([CH:26]2[CH2:31][CH2:30][C:29](=[O:32])[NH:28][C:27]2=[O:33])[C:4](=[O:6])[C:3]2[C:2](=[CH:10][C:9]([C:11]([F:14])([F:13])[F:12])=[CH:8][CH:7]=2)[N:1]=1, predict the reactants needed to synthesize it. The reactants are: [NH2:1][C:2]1[CH:10]=[C:9]([C:11]([F:14])([F:13])[F:12])[CH:8]=[CH:7][C:3]=1[C:4]([OH:6])=O.N1[CH:19]=[CH:18]N=C1.C(Cl)(=O)C.Cl.[NH2:25][CH:26]1[CH2:31][CH2:30][C:29](=[O:32])[NH:28][C:27]1=[O:33].P(OC1C=CC=CC=1)(OC1C=CC=CC=1)OC1C=CC=CC=1.